This data is from Catalyst prediction with 721,799 reactions and 888 catalyst types from USPTO. The task is: Predict which catalyst facilitates the given reaction. (1) Reactant: [NH2:1][C:2]1[N:9]=[CH:8][CH:7]=[CH:6][C:3]=1[C:4]#[N:5].Br[CH2:11][C:12](=O)[CH:13]([CH3:15])[CH3:14].C(=O)(O)[O-].[Na+]. Product: [CH:13]([C:12]1[N:1]=[C:2]2[C:3]([C:4]#[N:5])=[CH:6][CH:7]=[CH:8][N:9]2[CH:11]=1)([CH3:15])[CH3:14]. The catalyst class is: 8. (2) Reactant: [C:1]([O:5][C:6]([N:8]1[C:13]2([CH2:19][O:18][CH2:17][CH2:16][O:15][CH2:14]2)[C:12](=[O:20])[N:11]([CH2:21][C:22]([OH:24])=O)[C@H:10]([C:25]2[CH:30]=[CH:29][CH:28]=[CH:27][CH:26]=2)[CH2:9]1)=[O:7])([CH3:4])([CH3:3])[CH3:2].CN(C(ON1N=NC2C=CC=NC1=2)=[N+](C)C)C.F[P-](F)(F)(F)(F)F.[NH2:55][C:56]1[CH:57]=[C:58]2[C:71](=[CH:72][CH:73]=1)[CH2:70][C@@:60]1([C:68]3[C:63](=[N:64][CH:65]=[CH:66][CH:67]=3)[NH:62][C:61]1=[O:69])[CH2:59]2. Product: [O:20]=[C:12]1[C:13]2([CH2:19][O:18][CH2:17][CH2:16][O:15][CH2:14]2)[N:8]([C:6]([O:5][C:1]([CH3:2])([CH3:4])[CH3:3])=[O:7])[CH2:9][C@@H:10]([C:25]2[CH:30]=[CH:29][CH:28]=[CH:27][CH:26]=2)[N:11]1[CH2:21][C:22](=[O:24])[NH:55][C:56]1[CH:57]=[C:58]2[C:71](=[CH:72][CH:73]=1)[CH2:70][C@:60]1([C:68]3[C:63](=[N:64][CH:65]=[CH:66][CH:67]=3)[NH:62][C:61]1=[O:69])[CH2:59]2. The catalyst class is: 3. (3) Product: [Cl:1][C:2]1[CH:3]=[C:4]2[C:14](=[CH:15][CH:16]=1)[C:8]1([CH2:9][CH2:10][O:11][CH2:12][CH2:13]1)[C:7](=[O:17])[C:6]([C:18]([NH:20][C@@H:21]([C:23]([OH:25])=[O:24])[CH3:22])=[O:19])=[C:5]2[OH:30]. Reactant: [Cl:1][C:2]1[CH:3]=[C:4]2[C:14](=[CH:15][CH:16]=1)[C:8]1([CH2:13][CH2:12][O:11][CH2:10][CH2:9]1)[C:7](=[O:17])[C:6]([C:18]([NH:20][C@@H:21]([C:23]([O:25]C(C)(C)C)=[O:24])[CH3:22])=[O:19])=[C:5]2[OH:30]. The catalyst class is: 67. (4) Reactant: [CH3:1][C:2]1[CH:7]=[N:6][CH:5]=[CH:4][N:3]=1.[NH2-].[Na+].N.Br[CH2:12][CH2:13][CH2:14][CH2:15][CH:16]=[CH2:17].[Cl-].[NH4+]. Product: [CH2:1]([C:2]1[CH:7]=[N:6][CH:5]=[CH:4][N:3]=1)[CH2:17][CH2:16][CH2:15][CH2:14][CH:13]=[CH2:12]. The catalyst class is: 28. (5) Reactant: [C:1]([O:5][C:6]([N:8]1[CH2:12][CH:11]([O:13][C:14]2[C:23]3[C:18](=[C:19]([Cl:26])[C:20]([O:24][CH3:25])=[CH:21][CH:22]=3)[N:17]=[C:16]([C:27]3[S:28][CH:29]=[C:30]([CH:32]([CH3:34])[CH3:33])[N:31]=3)[CH:15]=2)[CH2:10][CH:9]1[C:35](O)=[O:36])=[O:7])([CH3:4])([CH3:3])[CH3:2].S(C1C=CC(C)=CC=1)(O)(=O)=O.[CH2:49]([O:51][C:52]([C@@:54]1([NH2:59])[CH2:56][C@H:55]1[CH:57]=[CH2:58])=[O:53])[CH3:50].C(N(C(C)C)CC)(C)C.CN(C(ON1N=NC2C=CC=NC1=2)=[N+](C)C)C.F[P-](F)(F)(F)(F)F. Product: [C:1]([O:5][C:6]([N:8]1[CH2:12][CH:11]([O:13][C:14]2[C:23]3[C:18](=[C:19]([Cl:26])[C:20]([O:24][CH3:25])=[CH:21][CH:22]=3)[N:17]=[C:16]([C:27]3[S:28][CH:29]=[C:30]([CH:32]([CH3:34])[CH3:33])[N:31]=3)[CH:15]=2)[CH2:10][CH:9]1[C:35](=[O:36])[NH:59][C:54]1([C:52]([O:51][CH2:49][CH3:50])=[O:53])[CH2:56][CH:55]1[CH:57]=[CH2:58])=[O:7])([CH3:4])([CH3:3])[CH3:2]. The catalyst class is: 18. (6) Reactant: [CH3:1][O:2][C:3](=[O:25])[C@@H:4]([O:21][CH:22]([CH3:24])[CH3:23])[CH2:5][C:6]1[CH:11]=[CH:10][CH:9]=[C:8]([CH2:12][NH:13]C(OC(C)(C)C)=O)[CH:7]=1. Product: [CH3:1][O:2][C:3](=[O:25])[C@@H:4]([O:21][CH:22]([CH3:23])[CH3:24])[CH2:5][C:6]1[CH:11]=[CH:10][CH:9]=[C:8]([CH2:12][NH2:13])[CH:7]=1. The catalyst class is: 393.